From a dataset of Catalyst prediction with 721,799 reactions and 888 catalyst types from USPTO. Predict which catalyst facilitates the given reaction. Reactant: [NH2:1][C:2]1[C:6]([C:7]([NH2:9])=[O:8])=[CH:5][NH:4][N:3]=1.[C:10]([CH:12]=[C:13]1[CH2:18][CH2:17][N:16]([C:19]([O:21][C:22]([CH3:25])([CH3:24])[CH3:23])=[O:20])[CH2:15][CH2:14]1)#[N:11].C(#N)C.C1CCN2C(=NCCC2)CC1. The catalyst class is: 6. Product: [NH2:1][C:2]1[C:6]([C:7](=[O:8])[NH2:9])=[CH:5][N:4]([C:13]2([CH2:12][C:10]#[N:11])[CH2:14][CH2:15][N:16]([C:19]([O:21][C:22]([CH3:23])([CH3:24])[CH3:25])=[O:20])[CH2:17][CH2:18]2)[N:3]=1.